Dataset: NCI-60 drug combinations with 297,098 pairs across 59 cell lines. Task: Regression. Given two drug SMILES strings and cell line genomic features, predict the synergy score measuring deviation from expected non-interaction effect. (1) Drug 2: C1C(C(OC1N2C=C(C(=O)NC2=O)F)CO)O. Synergy scores: CSS=55.3, Synergy_ZIP=-13.7, Synergy_Bliss=-16.7, Synergy_Loewe=-16.7, Synergy_HSA=-4.35. Drug 1: CC1=C2C(C(=O)C3(C(CC4C(C3C(C(C2(C)C)(CC1OC(=O)C(C(C5=CC=CC=C5)NC(=O)OC(C)(C)C)O)O)OC(=O)C6=CC=CC=C6)(CO4)OC(=O)C)OC)C)OC. Cell line: HCC-2998. (2) Drug 1: CS(=O)(=O)C1=CC(=C(C=C1)C(=O)NC2=CC(=C(C=C2)Cl)C3=CC=CC=N3)Cl. Drug 2: CCC1(CC2CC(C3=C(CCN(C2)C1)C4=CC=CC=C4N3)(C5=C(C=C6C(=C5)C78CCN9C7C(C=CC9)(C(C(C8N6C)(C(=O)OC)O)OC(=O)C)CC)OC)C(=O)OC)O.OS(=O)(=O)O. Cell line: MDA-MB-435. Synergy scores: CSS=64.8, Synergy_ZIP=22.9, Synergy_Bliss=22.7, Synergy_Loewe=-37.4, Synergy_HSA=18.0.